From a dataset of Full USPTO retrosynthesis dataset with 1.9M reactions from patents (1976-2016). Predict the reactants needed to synthesize the given product. (1) Given the product [CH:17]1([NH:22][C:2]2[C:11]([C:12]#[N:13])=[CH:10][C:9]3[C:8](=[O:14])[CH2:7][C:6]([CH3:16])([CH3:15])[CH2:5][C:4]=3[N:3]=2)[CH2:21][CH2:20][CH2:19][CH2:18]1, predict the reactants needed to synthesize it. The reactants are: Cl[C:2]1[C:11]([C:12]#[N:13])=[CH:10][C:9]2[C:8](=[O:14])[CH2:7][C:6]([CH3:16])([CH3:15])[CH2:5][C:4]=2[N:3]=1.[CH:17]1([NH2:22])[CH2:21][CH2:20][CH2:19][CH2:18]1.C(N(CC)CC)C.O. (2) Given the product [C:1]1([C:7]2[CH:8]=[C:9]3[C:13](=[C:14]([C:16]([NH2:18])=[O:17])[CH:15]=2)[NH:12][CH:11]=[C:10]3[CH:19]2[CH2:24][CH2:23][N:22]([S:28]([CH2:25][CH2:26][CH3:27])(=[O:30])=[O:29])[CH2:21][CH2:20]2)[CH:2]=[CH:3][CH:4]=[CH:5][CH:6]=1, predict the reactants needed to synthesize it. The reactants are: [C:1]1([C:7]2[CH:8]=[C:9]3[C:13](=[C:14]([C:16]([NH2:18])=[O:17])[CH:15]=2)[NH:12][CH:11]=[C:10]3[CH:19]2[CH2:24][CH2:23][NH:22][CH2:21][CH2:20]2)[CH:6]=[CH:5][CH:4]=[CH:3][CH:2]=1.[CH2:25]([S:28](Cl)(=[O:30])=[O:29])[CH2:26][CH3:27]. (3) Given the product [F:12][CH:11]([F:13])[C:4]1[CH:3]=[C:2]([N:14]2[CH2:19][CH2:18][O:17][CH2:16][C:15]2=[O:20])[CH:7]=[CH:6][C:5]=1[N+:8]([O-:10])=[O:9], predict the reactants needed to synthesize it. The reactants are: Br[C:2]1[CH:7]=[CH:6][C:5]([N+:8]([O-:10])=[O:9])=[C:4]([CH:11]([F:13])[F:12])[CH:3]=1.[NH:14]1[CH2:19][CH2:18][O:17][CH2:16][C:15]1=[O:20].CNCCNC.C([O-])([O-])=O.[K+].[K+]. (4) Given the product [F:11][C:8]1[CH:9]=[CH:10][C:5]([C:3](=[O:4])[CH2:2][NH:18][C:14]2[CH:13]=[C:12]([CH3:19])[CH:17]=[CH:16][CH:15]=2)=[CH:6][CH:7]=1, predict the reactants needed to synthesize it. The reactants are: Br[CH2:2][C:3]([C:5]1[CH:10]=[CH:9][C:8]([F:11])=[CH:7][CH:6]=1)=[O:4].[C:12]1([CH3:19])[CH:17]=[CH:16][CH:15]=[C:14]([NH2:18])[CH:13]=1.C([O-])([O-])=O.[Na+].[Na+]. (5) Given the product [NH2:5][CH2:4][CH2:3][C@H:2]([C:6]1[CH:11]=[CH:10][CH:9]=[C:8]([O:12][CH2:13][CH:14]2[CH2:19][CH2:18][O:17][CH2:16][CH2:15]2)[CH:7]=1)[OH:1], predict the reactants needed to synthesize it. The reactants are: [OH:1][C@@H:2]([C:6]1[CH:11]=[CH:10][CH:9]=[C:8]([O:12][CH2:13][CH:14]2[CH2:19][CH2:18][O:17][CH2:16][CH2:15]2)[CH:7]=1)[CH2:3][C:4]#[N:5].CO.